From a dataset of Forward reaction prediction with 1.9M reactions from USPTO patents (1976-2016). Predict the product of the given reaction. (1) Given the reactants [C:1]([C:3]1[CH:8]=[CH:7][C:6](B(O)O)=[CH:5][C:4]=1[F:12])#[N:2].Cl[C:14]1[CH:15]=[C:16]([O:30][CH2:31][C@@H:32]2[CH2:36][CH2:35][N:34](C(OC(C)(C)C)=O)[CH2:33]2)[C:17]2[N:18]([CH:27]=[N:28][N:29]=2)[C:19]=1[C:20]1[CH:25]=[CH:24][C:23]([CH3:26])=[CH:22][CH:21]=1.C(=O)([O-])[O-].[Na+].[Na+].FC(F)(F)C(O)=O, predict the reaction product. The product is: [F:12][C:4]1[CH:5]=[C:6]([C:14]2[CH:15]=[C:16]([O:30][CH2:31][C@@H:32]3[CH2:36][CH2:35][NH:34][CH2:33]3)[C:17]3[N:18]([CH:27]=[N:28][N:29]=3)[C:19]=2[C:20]2[CH:21]=[CH:22][C:23]([CH3:26])=[CH:24][CH:25]=2)[CH:7]=[CH:8][C:3]=1[C:1]#[N:2]. (2) Given the reactants CCCCCC.[C:7]([O:11][C:12](=[O:25])[NH:13][C:14]1[CH:19]=[C:18]([C:20]([F:23])([F:22])[F:21])[CH:17]=[CH:16][C:15]=1Br)([CH3:10])([CH3:9])[CH3:8].[CH:26](=[O:28])[CH3:27].[Cl-].[NH4+], predict the reaction product. The product is: [C:7]([O:11][C:12](=[O:25])[NH:13][C:14]1[CH:19]=[C:18]([C:20]([F:23])([F:22])[F:21])[CH:17]=[CH:16][C:15]=1[CH:26]([OH:28])[CH3:27])([CH3:10])([CH3:9])[CH3:8]. (3) Given the reactants [C:1]([C:4]12[CH2:11][CH2:10][C:7]([NH:12][CH2:13][C:14]([N:16]3[CH2:20][C@@H:19]([F:21])[CH2:18][C@H:17]3[C:22]#[N:23])=[O:15])([CH2:8][CH2:9]1)[CH2:6][CH2:5]2)([OH:3])=O.[CH3:24][C:25]1[CH:31]=[C:30]([CH3:32])[CH:29]=[C:28]([CH3:33])[C:26]=1[NH2:27], predict the reaction product. The product is: [F:21][C@@H:19]1[CH2:20][N:16]([C:14](=[O:15])[CH2:13][NH:12][C:7]23[CH2:8][CH2:9][C:4]([C:1]([NH:27][C:26]4[C:28]([CH3:33])=[CH:29][C:30]([CH3:32])=[CH:31][C:25]=4[CH3:24])=[O:3])([CH2:11][CH2:10]2)[CH2:5][CH2:6]3)[C@H:17]([C:22]#[N:23])[CH2:18]1. (4) Given the reactants Br[C:2]1[C:3](=[O:31])[N:4]([CH2:19][CH2:20][C:21]2[CH:30]=[CH:29][C:24]([C:25]([O:27][CH3:28])=[O:26])=[CH:23][CH:22]=2)[C:5]([CH2:9][O:10][C:11]2[CH:16]=[CH:15][CH:14]=[C:13]([CH2:17][CH3:18])[CH:12]=2)=[C:6]([Cl:8])[CH:7]=1.[CH3:32]OB(O)O.C(=O)([O-])[O-].[Cs+].[Cs+], predict the reaction product. The product is: [Cl:8][C:6]1[CH:7]=[C:2]([CH3:32])[C:3](=[O:31])[N:4]([CH2:19][CH2:20][C:21]2[CH:30]=[CH:29][C:24]([C:25]([O:27][CH3:28])=[O:26])=[CH:23][CH:22]=2)[C:5]=1[CH2:9][O:10][C:11]1[CH:16]=[CH:15][CH:14]=[C:13]([CH2:17][CH3:18])[CH:12]=1. (5) Given the reactants [C:1]1([C@H:7]2[CH2:12][CH2:11][O:10][CH2:9][C@H:8]2[C:13]([O:15][CH2:16][CH3:17])=[O:14])[CH:6]=[CH:5][CH:4]=[CH:3][CH:2]=1.[I:18]Cl, predict the reaction product. The product is: [I:18][C:4]1[CH:3]=[CH:2][C:1]([C@H:7]2[CH2:12][CH2:11][O:10][CH2:9][C@H:8]2[C:13]([O:15][CH2:16][CH3:17])=[O:14])=[CH:6][CH:5]=1. (6) Given the reactants [CH2:1]([O:4][C:5]1([CH3:52])[CH2:10][CH2:9][N:8]([C:11]2[N:16]3[CH:17]=[C:18]([C:20]4[CH:21]=[C:22]([C:26]5[C:31]([O:32][C@H:33]([CH2:35]C=C)[CH3:34])=[CH:30][C:29]([F:38])=[CH:28][C:27]=5[F:39])[CH:23]=[CH:24][CH:25]=4)[N:19]=[C:15]3[C:14]([CH3:40])=[C:13]([CH3:41])[C:12]=2[C@H:42]([O:47][C:48]([CH3:51])([CH3:50])[CH3:49])[C:43]([O:45][CH3:46])=[O:44])[CH2:7][CH2:6]1)[CH:2]=[CH2:3].C(O[C@@H](C1C(C)=CC2=NC3=CN2C=1N1CCC(C)(OCC=CC[C@H](C)OC2C=C(F)C=CC=2C2C=C3C=CC=2)CC1)C(OC)=O)(C)(C)C, predict the reaction product. The product is: [C:48]([O:47][C@@H:42]([C:12]1[C:13]([CH3:41])=[C:14]([CH3:40])[C:15]2=[N:19][C:18]3=[CH:17][N:16]2[C:11]=1[N:8]1[CH2:9][CH2:10][C:5]([CH3:52])([O:4][CH2:1][CH:2]=[CH:3][CH2:34][C@H:33]([CH3:35])[O:32][C:31]2[CH:30]=[C:29]([F:38])[CH:28]=[C:27]([F:39])[C:26]=2[C:22]2[CH:21]=[C:20]3[CH:25]=[CH:24][CH:23]=2)[CH2:6][CH2:7]1)[C:43]([O:45][CH3:46])=[O:44])([CH3:50])([CH3:51])[CH3:49]. (7) Given the reactants [BH3-]C#N.[Na+].[NH2:5][C:6]1[CH:11]=[CH:10][C:9]([C:12]2[CH:17]=[CH:16][CH:15]=[CH:14][CH:13]=2)=[CH:8][C:7]=1[O:18][C:19]1[CH:26]=[CH:25][C:22]([C:23]#[N:24])=[CH:21][CH:20]=1.[C:27]([N:34]1[CH2:40][CH2:39][CH2:38][C@H:35]1[CH:36]=O)([O:29][C:30]([CH3:33])([CH3:32])[CH3:31])=[O:28], predict the reaction product. The product is: [C:30]([O:29][C:27]([N:34]1[CH2:40][CH2:39][CH2:38][C@H:35]1[CH2:36][NH:5][C:6]1[CH:11]=[CH:10][C:9]([C:12]2[CH:13]=[CH:14][CH:15]=[CH:16][CH:17]=2)=[CH:8][C:7]=1[O:18][C:19]1[CH:20]=[CH:21][C:22]([C:23]#[N:24])=[CH:25][CH:26]=1)=[O:28])([CH3:33])([CH3:31])[CH3:32].